This data is from Full USPTO retrosynthesis dataset with 1.9M reactions from patents (1976-2016). The task is: Predict the reactants needed to synthesize the given product. Given the product [Cl:1][C:2]1[C:7]([F:8])=[CH:6][CH:5]=[C:4]([Cl:9])[C:3]=1[C@H:10]([O:12][C:13]1[C:14]2[O:22][CH:21]=[C:20]([C:23]3[CH2:39][CH2:37][N:33]([CH3:32])[CH2:34][CH:36]=3)[C:15]=2[CH:16]=[N:17][C:18]=1[NH:41][CH3:40])[CH3:11], predict the reactants needed to synthesize it. The reactants are: [Cl:1][C:2]1[C:7]([F:8])=[CH:6][CH:5]=[C:4]([Cl:9])[C:3]=1[C@H:10]([O:12][C:13]1[C:14]2[O:22][CH:21]=[C:20]([C:23]3CCNCC=3)[C:15]=2[CH:16]=[N:17][C:18]=1N)[CH3:11].CI.C[CH2:32][N:33]([CH:37]([CH3:39])C)[CH:34]([CH3:36])C.[CH3:40][N:41](C=O)C.